Dataset: Reaction yield outcomes from USPTO patents with 853,638 reactions. Task: Predict the reaction yield, written as a fraction of the theoretical maximum amount of product (1.0 means a 100% yield; for example, 0.34 means a 34% yield). (1) The reactants are [NH2:1][C:2]1[C:10]2[N:9]=[C:8]([CH3:11])[N:7]([CH2:12][O:13][CH2:14][C:15]3[CH:20]=[CH:19][CH:18]=[CH:17][CH:16]=3)[C:6]=2[CH:5]=[C:4]([Br:21])[CH:3]=1.[CH2:22]([C:24]1[CH:31]=[CH:30][CH:29]=[C:28]([CH3:32])[C:25]=1[CH2:26]Cl)[CH3:23].C(=O)([O-])[O-].[Na+].[Na+].[I-].[Na+]. The catalyst is C(#N)C.O. The product is [CH2:14]([O:13][CH2:12][N:7]1[C:6]2[CH:5]=[C:4]([Br:21])[CH:3]=[C:2]([NH:1][CH2:26][C:25]3[C:28]([CH3:32])=[CH:29][CH:30]=[CH:31][C:24]=3[CH2:22][CH3:23])[C:10]=2[N:9]=[C:8]1[CH3:11])[C:15]1[CH:16]=[CH:17][CH:18]=[CH:19][CH:20]=1. The yield is 0.770. (2) The reactants are [CH:1]1([S:7]([N:10]2[C:18]3[C:13](=[CH:14][C:15]([N+:19]([O-])=O)=[CH:16][CH:17]=3)[C:12]([C:22]3[CH2:23][CH2:24][N:25]([CH3:28])[CH2:26][CH:27]=3)=[CH:11]2)(=[O:9])=[O:8])[CH2:6][CH2:5][CH2:4][CH2:3][CH2:2]1. The catalyst is C(O)C.[Pd]. The product is [NH2:19][C:15]1[CH:14]=[C:13]2[C:18](=[CH:17][CH:16]=1)[N:10]([S:7]([CH:1]1[CH2:2][CH2:3][CH2:4][CH2:5][CH2:6]1)(=[O:9])=[O:8])[CH:11]=[C:12]2[C:22]1[CH2:23][CH2:24][N:25]([CH3:28])[CH2:26][CH:27]=1. The yield is 0.400. (3) The reactants are [C:1]([O:5][C:6]([N:8]1[CH2:13][CH2:12][C:11](=[CH2:14])[CH2:10][C@@H:9]1[C:15]([O:17][CH3:18])=[O:16])=[O:7])([CH3:4])([CH3:3])[CH3:2].[N+](=[CH2:21])=[N-].C(O)(=O)C. The product is [C:1]([O:5][C:6]([N:8]1[CH2:13][CH2:12][C:11]2([CH2:21][CH2:14]2)[CH2:10][C@@H:9]1[C:15]([O:17][CH3:18])=[O:16])=[O:7])([CH3:4])([CH3:3])[CH3:2]. The yield is 1.11. The catalyst is CCOCC.CC([O-])=O.CC([O-])=O.[Pd+2]. (4) The reactants are CCCC[Sn](OC(C)=O)(CCCC)CCCC.O=C1O[C@H]([C@H](CO)O)C([O-])=C1O.[Na+].[C:31]([C:33]1[CH:38]=[CH:37][C:36]([S:39]([NH:42][CH2:43][C:44]2[CH:58]=[CH:57][C:47]([C:48]([NH:50][C:51]3[CH:52]=[N:53][CH:54]=[CH:55][CH:56]=3)=[O:49])=[CH:46][CH:45]=2)(=[O:41])=[O:40])=[CH:35][CH:34]=1)#[CH:32].[CH2:59]([N:66]=[N+:67]=[N-:68])[C:60]1[CH:65]=[CH:64][CH:63]=[CH:62][CH:61]=1. The yield is 0.860. The product is [CH2:59]([N:66]1[CH:32]=[C:31]([C:33]2[CH:34]=[CH:35][C:36]([S:39]([NH:42][CH2:43][C:44]3[CH:58]=[CH:57][C:47]([C:48]([NH:50][C:51]4[CH:52]=[N:53][CH:54]=[CH:55][CH:56]=4)=[O:49])=[CH:46][CH:45]=3)(=[O:41])=[O:40])=[CH:37][CH:38]=2)[N:68]=[N:67]1)[C:60]1[CH:65]=[CH:64][CH:63]=[CH:62][CH:61]=1. The catalyst is O.CS(C)=O.[O-]S([O-])(=O)=O.[Cu+2].O. (5) The reactants are [CH3:1][O:2][C:3]1[CH:11]=[CH:10][C:6]([C:7]([OH:9])=O)=[CH:5][C:4]=1[CH3:12].[O:13]1[CH:17]=[CH:16][CH:15]=[C:14]1[CH2:18][S:19][CH2:20][CH2:21][NH2:22]. No catalyst specified. The product is [O:13]1[CH:17]=[CH:16][CH:15]=[C:14]1[CH2:18][S:19][CH2:20][CH2:21][NH:22][C:7](=[O:9])[C:6]1[CH:10]=[CH:11][C:3]([O:2][CH3:1])=[C:4]([CH3:12])[CH:5]=1. The yield is 0.580. (6) The reactants are [Br:1][C:2]1[CH:7]=[CH:6][C:5]([NH:8][C:9]2[N:10]([CH3:32])[C:11](=[O:31])[C:12]([CH3:30])=[CH:13][C:14]=2[C:15]([NH:17][O:18][CH2:19][C@@H:20]([O:22][Si](C(C)(C)C)(C)C)[CH3:21])=[O:16])=[C:4]([F:33])[CH:3]=1.Cl. The catalyst is C1COCC1.CCOC(C)=O. The product is [Br:1][C:2]1[CH:7]=[CH:6][C:5]([NH:8][C:9]2[N:10]([CH3:32])[C:11](=[O:31])[C:12]([CH3:30])=[CH:13][C:14]=2[C:15]([NH:17][O:18][CH2:19][C@@H:20]([OH:22])[CH3:21])=[O:16])=[C:4]([F:33])[CH:3]=1. The yield is 0.690. (7) The reactants are [NH2:1][C:2]1[CH:10]=[CH:9][C:5]([C:6]([OH:8])=O)=[CH:4][N:3]=1.[CH2:11]([C:18]1[S:22][C:21]([CH2:23][NH2:24])=[CH:20][CH:19]=1)[C:12]1[CH:17]=[CH:16][CH:15]=[CH:14][CH:13]=1.F[P-](F)(F)(F)(F)F.N1([P+](N(C)C)(N(C)C)N(C)C)C2C=CC=CC=2N=N1.C(N(CC)CC)C. The catalyst is CN(C)C=O.CO.C(OCC)(=O)C.O. The product is [NH2:1][C:2]1[CH:10]=[CH:9][C:5]([C:6]([NH:24][CH2:23][C:21]2[S:22][C:18]([CH2:11][C:12]3[CH:17]=[CH:16][CH:15]=[CH:14][CH:13]=3)=[CH:19][CH:20]=2)=[O:8])=[CH:4][N:3]=1. The yield is 0.295. (8) The catalyst is C(O)(=O)C.C(OCC)(=O)C.[Fe]. The yield is 0.740. The product is [CH:24]12[N:23]([C:10]3[N:9]=[C:8]([C:5]4[CH2:6][CH2:7][O:2][CH2:3][CH:4]=4)[N:13]=[C:12]([C:14]4[CH:15]=[CH:16][C:17]([NH2:20])=[CH:18][CH:19]=4)[N:11]=3)[CH:28]([CH2:29][CH2:30]1)[CH2:27][O:26][CH2:25]2. The reactants are O.[O:2]1[CH2:7][CH:6]=[C:5]([C:8]2[N:13]=[C:12]([C:14]3[CH:19]=[CH:18][C:17]([N+:20]([O-])=O)=[CH:16][CH:15]=3)[N:11]=[C:10]([N:23]3[CH:28]4[CH2:29][CH2:30][CH:24]3[CH2:25][O:26][CH2:27]4)[N:9]=2)[CH2:4][CH2:3]1. (9) The reactants are [NH:1]1[CH2:5][CH2:4][CH2:3][CH2:2]1.N1CCC[C@H]1C(O)=O.I[C:15]1[CH:20]=[CH:19][CH:18]=[CH:17][CH:16]=1. The catalyst is [Cu]I.CS(C)=O. The product is [C:15]1([N:1]2[CH2:5][CH2:4][CH2:3][CH2:2]2)[CH:20]=[CH:19][CH:18]=[CH:17][CH:16]=1. The yield is 0.570.